Dataset: Forward reaction prediction with 1.9M reactions from USPTO patents (1976-2016). Task: Predict the product of the given reaction. Given the reactants [Br:1][CH2:2][C:3]1[CH:11]=[CH:10][C:6]([C:7]([OH:9])=[O:8])=[CH:5][C:4]=1[N+:12]([O-:14])=[O:13].CO.[CH2:17]1CCC(N=C=NC2CCCCC2)CC1, predict the reaction product. The product is: [CH3:17][O:8][C:7](=[O:9])[C:6]1[CH:10]=[CH:11][C:3]([CH2:2][Br:1])=[C:4]([N+:12]([O-:14])=[O:13])[CH:5]=1.